The task is: Predict the product of the given reaction.. This data is from Forward reaction prediction with 1.9M reactions from USPTO patents (1976-2016). (1) Given the reactants Br[C:2]1[CH2:6][CH2:5][O:4][N:3]=1.[NH:7]1[CH2:11][CH2:10][CH2:9][CH2:8]1.C(=O)([O-])[O-].[Na+].[Na+].O, predict the reaction product. The product is: [N:7]1([C:2]2[CH2:6][CH2:5][O:4][N:3]=2)[CH2:11][CH2:10][CH2:9][CH2:8]1. (2) Given the reactants C(O)(C(F)(F)F)=O.C([O:12][C:13]([CH2:15][C@H:16]([NH:49]C(OC(C)(C)C)=O)[C:17]([NH:19][CH2:20][C:21](=[C:23]1[CH2:28][CH2:27][CH2:26][N:25]([C:29]2[C:38]([O:39][CH3:40])=[C:37]3[C:32]([C:33](=[O:47])[C:34]([C:44]([OH:46])=[O:45])=[CH:35][N:36]3[CH:41]3[CH2:43][CH2:42]3)=[CH:31][C:30]=2[F:48])[CH2:24]1)[F:22])=[O:18])=[O:14])(C)(C)C.C(Cl)[Cl:58], predict the reaction product. The product is: [ClH:58].[NH2:49][C@@H:16]([CH2:15][C:13]([OH:14])=[O:12])[C:17]([NH:19][CH2:20][C:21](=[C:23]1[CH2:28][CH2:27][CH2:26][N:25]([C:29]2[C:38]([O:39][CH3:40])=[C:37]3[C:32]([C:33](=[O:47])[C:34]([C:44]([OH:46])=[O:45])=[CH:35][N:36]3[CH:41]3[CH2:43][CH2:42]3)=[CH:31][C:30]=2[F:48])[CH2:24]1)[F:22])=[O:18]. (3) Given the reactants Br[C:2]1[CH:9]=[C:6]([CH:7]=[O:8])[C:5]([OH:10])=[CH:4][CH:3]=1.C1(C)C=CC=CC=1P(C1C=CC=CC=1C)C1C=CC=CC=1C.[CH2:33]=[CH:34][C:35]1[CH:40]=[CH:39][CH:38]=[CH:37][CH:36]=1.Cl, predict the reaction product. The product is: [CH:33]([C:2]1[CH:9]=[C:6]([CH:7]=[O:8])[C:5]([OH:10])=[CH:4][CH:3]=1)=[CH:34][C:35]1[CH:40]=[CH:39][CH:38]=[CH:37][CH:36]=1. (4) Given the reactants [Cl:1][C:2]1[CH:3]=[C:4]2[C:9](=[CH:10][CH:11]=1)[O:8][C:7](=[O:12])[CH:6]=[C:5]2[NH:13][CH:14]1[CH2:19][CH2:18][NH:17][CH2:16][CH2:15]1.[O:20]1[C:24]2[CH:25]=[CH:26][C:27]([CH:29]=O)=[CH:28][C:23]=2[CH2:22][CH2:21]1, predict the reaction product. The product is: [Cl:1][C:2]1[CH:3]=[C:4]2[C:9](=[CH:10][CH:11]=1)[O:8][C:7](=[O:12])[CH:6]=[C:5]2[NH:13][CH:14]1[CH2:19][CH2:18][N:17]([CH2:29][C:27]2[CH:26]=[CH:25][C:24]3[O:20][CH2:21][CH2:22][C:23]=3[CH:28]=2)[CH2:16][CH2:15]1. (5) Given the reactants [CH:1]1([CH2:4][N:5]2[CH:9]=[C:8]([C:10]3[N:15]=[CH:14][C:13]4[CH:16]=[N:17][N:18]([C:19]5[N:24]=[C:23]([N:25]6[CH2:31][CH2:30][CH2:29][N:28](C(OC(C)(C)C)=O)[CH2:27][CH2:26]6)[CH:22]=[CH:21][CH:20]=5)[C:12]=4[CH:11]=3)[CH:7]=[N:6]2)[CH2:3][CH2:2]1, predict the reaction product. The product is: [N:25]1([C:23]2[N:24]=[C:19]([N:18]3[C:12]4[CH:11]=[C:10]([C:8]5[CH:7]=[N:6][N:5]([CH2:4][CH:1]6[CH2:3][CH2:2]6)[CH:9]=5)[N:15]=[CH:14][C:13]=4[CH:16]=[N:17]3)[CH:20]=[CH:21][CH:22]=2)[CH2:31][CH2:30][CH2:29][NH:28][CH2:27][CH2:26]1. (6) Given the reactants [CH3:1][CH:2]1[O:7][C:6]2[CH:8]=[CH:9][C:10]([CH2:12][CH:13]3[CH2:18][CH2:17][N:16]([C:19]4[CH:29]=[CH:28][C:22]([C:23](OCC)=[O:24])=[CH:21][CH:20]=4)[CH2:15][CH2:14]3)=[CH:11][C:5]=2[NH:4][C:3]1=[O:30].Cl.[CH2:32]([NH2:34])[CH3:33], predict the reaction product. The product is: [CH2:32]([NH:34][C:23](=[O:24])[C:22]1[CH:21]=[CH:20][C:19]([N:16]2[CH2:15][CH2:14][CH:13]([CH2:12][C:10]3[CH:9]=[CH:8][C:6]4[O:7][CH:2]([CH3:1])[C:3](=[O:30])[NH:4][C:5]=4[CH:11]=3)[CH2:18][CH2:17]2)=[CH:29][CH:28]=1)[CH3:33]. (7) Given the reactants [CH3:1][C:2]1[CH:3]=[C:4]([NH2:7])[NH:5][N:6]=1.[CH3:8][C:9](=O)[CH2:10][C:11](=O)[CH2:12][CH2:13][CH2:14][CH2:15]C, predict the reaction product. The product is: [CH2:12]([C:11]1[N:5]2[N:6]=[C:2]([CH3:1])[CH:3]=[C:4]2[N:7]=[C:9]([CH3:8])[CH:10]=1)[CH2:13][CH2:14][CH3:15]. (8) Given the reactants [CH:1]([N:4]1[C:9](=[O:10])[CH:8]=[CH:7][C:6]([C:11]2[S:15][C:14]([C:16]([O:18]CC)=O)=[N:13][C:12]=2[C:21]2[CH:26]=[CH:25][CH:24]=[CH:23][CH:22]=2)=[N:5]1)([CH3:3])[CH3:2].CC(C)([O-])C.[K+].O.Cl.[CH3:35][NH:36]C=O, predict the reaction product. The product is: [CH:1]([N:4]1[C:9](=[O:10])[CH:8]=[CH:7][C:6]([C:11]2[S:15][C:14]([C:16]([NH:36][CH3:35])=[O:18])=[N:13][C:12]=2[C:21]2[CH:22]=[CH:23][CH:24]=[CH:25][CH:26]=2)=[N:5]1)([CH3:2])[CH3:3]. (9) Given the reactants [C:1]([C:5]1[CH:15]=[C:14]([CH3:16])[C:8]([CH:9](O)[C:10]([OH:12])=[O:11])=[C:7]([CH3:17])[CH:6]=1)([CH3:4])([CH3:3])[CH3:2].C(O)(=O)C.C(C1C=C(C)C(C(O)C(O)=O)=C(C)C=1)(C)(C)C.Cl, predict the reaction product. The product is: [C:1]([C:5]1[CH:6]=[C:7]([CH3:17])[C:8]([CH2:9][C:10]([OH:12])=[O:11])=[C:14]([CH3:16])[CH:15]=1)([CH3:4])([CH3:3])[CH3:2]. (10) The product is: [C@@H:16]12[N:9]([C:7]([C:2]3[CH:3]=[CH:4][CH:5]=[CH:6][C:1]=3[C:17]3[S:38][CH:20]=[CH:19][CH:18]=3)=[O:8])[CH2:10][C@@H:11]1[CH2:12][CH2:13][NH:14][CH2:15]2. Given the reactants [C:1]1([C:17]2C=C[CH:20]=[CH:19][CH:18]=2)[CH:6]=[CH:5][CH:4]=[CH:3][C:2]=1[C:7]([N:9]1[CH:16]2[CH:11]([CH2:12][CH2:13][NH:14][CH2:15]2)[CH2:10]1)=[O:8].C(OC(N1CCC2C(NC2)C1)=O)(C)(C)C.[S:38]1C=CC=C1C1C=CC=CC=1C(Cl)=O.C1(C2C=CC=CC=2)C(C(Cl)=O)=CC=CC=1, predict the reaction product.